Predict which catalyst facilitates the given reaction. From a dataset of Catalyst prediction with 721,799 reactions and 888 catalyst types from USPTO. (1) Reactant: [C:1]([O:5][C:6]([N:8]1[CH2:13][CH2:12][C@H:11]([NH2:14])[C@H:10]([N:15]=[N+:16]=[N-:17])[CH2:9]1)=[O:7])([CH3:4])([CH3:3])[CH3:2].CCN(C(C)C)C(C)C.[Cl:27][C:28]1[C:32]([Cl:33])=[C:31]([CH3:34])[NH:30][C:29]=1[C:35](Cl)=[O:36]. Product: [C:1]([O:5][C:6]([N:8]1[CH2:13][CH2:12][C@H:11]([NH:14][C:35]([C:29]2[NH:30][C:31]([CH3:34])=[C:32]([Cl:33])[C:28]=2[Cl:27])=[O:36])[C@H:10]([N:15]=[N+:16]=[N-:17])[CH2:9]1)=[O:7])([CH3:4])([CH3:2])[CH3:3]. The catalyst class is: 2. (2) Reactant: [Si]([O:8][C@@H:9]1[C:13](=[O:14])[CH2:12][N:11]([C:15](=[O:44])[CH2:16][CH2:17][O:18][C:19]2[CH:43]=[CH:42][C:22]([CH2:23][NH:24][C:25]([C:27]3[CH:41]=[CH:40][C:30]([CH2:31][NH:32]C(=O)OC(C)(C)C)=[CH:29][CH:28]=3)=[O:26])=[CH:21][CH:20]=2)[CH2:10]1)(C(C)(C)C)(C)C.[ClH:45]. Product: [ClH:45].[NH2:32][CH2:31][C:30]1[CH:40]=[CH:41][C:27]([C:25]([NH:24][CH2:23][C:22]2[CH:21]=[CH:20][C:19]([O:18][CH2:17][CH2:16][C:15]([N:11]3[CH2:10][C:9](=[O:8])[C@@H:13]([OH:14])[CH2:12]3)=[O:44])=[CH:43][CH:42]=2)=[O:26])=[CH:28][CH:29]=1. The catalyst class is: 343. (3) Reactant: C1CCN2C(=NCCC2)CC1.[CH3:12][O:13][C:14]([C@@H:16]1[CH2:20][C@@H:19]([OH:21])[CH2:18][N:17]1[S:22]([C:25]1[CH:34]=[CH:33][C:32]2[C:27](=[CH:28][CH:29]=[CH:30][CH:31]=2)[CH:26]=1)(=[O:24])=[O:23])=[O:15].[CH3:35][C:36]([Si:39](Cl)([CH3:41])[CH3:40])([CH3:38])[CH3:37]. Product: [CH3:12][O:13][C:14]([C@@H:16]1[CH2:20][C@@H:19]([O:21][Si:39]([C:36]([CH3:38])([CH3:37])[CH3:35])([CH3:41])[CH3:40])[CH2:18][N:17]1[S:22]([C:25]1[CH:34]=[CH:33][C:32]2[C:27](=[CH:28][CH:29]=[CH:30][CH:31]=2)[CH:26]=1)(=[O:24])=[O:23])=[O:15]. The catalyst class is: 10. (4) Reactant: [N:1]1[C:10]2[CH:9]=[CH:8][CH:7]=[C:6]([OH:11])[C:5]=2[CH:4]=[CH:3][CH:2]=1.C([O-])([O-])=O.[K+].[K+].I[CH:19]([CH3:21])[CH3:20]. Product: [CH:19]([O:11][C:6]1[CH:7]=[CH:8][CH:9]=[C:10]2[C:5]=1[CH:4]=[CH:3][CH:2]=[N:1]2)([CH3:21])[CH3:20]. The catalyst class is: 3.